The task is: Predict the reaction yield, written as a fraction of the theoretical maximum amount of product (1.0 means a 100% yield; for example, 0.34 means a 34% yield).. This data is from Reaction yield outcomes from USPTO patents with 853,638 reactions. (1) The reactants are [CH2:1]([C:5]1[N:10]2[N:11]=[CH:12][N:13]=[C:9]2[N:8]([CH:14]2[CH2:23][CH2:22][C:17]3(OCC[O:18]3)[CH2:16][CH2:15]2)[C:7](=[O:24])[C:6]=1[CH2:25][C:26]1[CH:31]=[CH:30][C:29]([C:32]2[C:33]([C:38]#[N:39])=[CH:34][CH:35]=[CH:36][CH:37]=2)=[CH:28][CH:27]=1)[CH2:2][CH2:3][CH3:4].Cl.O1CCCC1.[BH4-].[Na+]. The catalyst is C(OCC)(=O)C.CO. The product is [CH2:1]([C:5]1[N:10]2[N:11]=[CH:12][N:13]=[C:9]2[N:8]([CH:14]2[CH2:23][CH2:22][CH:17]([OH:18])[CH2:16][CH2:15]2)[C:7](=[O:24])[C:6]=1[CH2:25][C:26]1[CH:31]=[CH:30][C:29]([C:32]2[C:33]([C:38]#[N:39])=[CH:34][CH:35]=[CH:36][CH:37]=2)=[CH:28][CH:27]=1)[CH2:2][CH2:3][CH3:4]. The yield is 1.00. (2) The reactants are C(OC(=O)[NH:7][CH2:8][C@@H:9]1[O:13][C:12](=[O:14])[N:11]([C:15]2[CH:28]=[CH:27][C:18]3[C:19]4[NH:20][N:21]=[CH:22][C:23]=4[CH2:24][CH2:25][CH2:26][C:17]=3[CH:16]=2)[CH2:10]1)(C)(C)C.[ClH:30]. The catalyst is O1CCOCC1. The product is [ClH:30].[NH2:7][CH2:8][C@@H:9]1[O:13][C:12](=[O:14])[N:11]([C:15]2[CH:28]=[CH:27][C:18]3[C:19]4[NH:20][N:21]=[CH:22][C:23]=4[CH2:24][CH2:25][CH2:26][C:17]=3[CH:16]=2)[CH2:10]1. The yield is 0.980. (3) The reactants are [Cl:1][C:2]1[C:11]2[C:6](=[CH:7][CH:8]=[CH:9][CH:10]=2)[CH:5]=[CH:4][N:3]=1.C1C=C(Cl)C=C(C(OO)=[O:20])C=1. The catalyst is C(Cl)Cl. The yield is 0.360. The product is [Cl:1][C:2]1[C:11]2[C:6](=[CH:7][CH:8]=[CH:9][CH:10]=2)[CH:5]=[CH:4][N+:3]=1[O-:20]. (4) The reactants are Cl.[CH3:2][NH:3][CH2:4][CH2:5][SH:6].[OH-].[Na+].CN(C)CCO[C:14]1[N:19]=[C:18]([NH:20][C:21]2[CH:22]=[C:23]3[C:28](=[CH:29][CH:30]=2)[N:27]=[C:26]([CH3:31])[CH:25]=[C:24]3[NH2:32])[N:17]=[C:16]([S:33][CH3:34])[N:15]=1.O1CCOC[CH2:37]1. No catalyst specified. The product is [CH3:2][N:3]([CH3:37])[CH2:4][CH2:5][S:6][C:14]1[N:19]=[C:18]([NH:20][C:21]2[CH:22]=[C:23]3[C:28](=[CH:29][CH:30]=2)[N:27]=[C:26]([CH3:31])[CH:25]=[C:24]3[NH2:32])[N:17]=[C:16]([S:33][CH3:34])[N:15]=1. The yield is 0.570. (5) The reactants are [CH2:1]([N:3]1[C:12]2[C:7](=[CH:8][C:9]([F:20])=[C:10]([N:14]3[CH2:19][CH2:18][NH:17][CH2:16][CH2:15]3)[C:11]=2[F:13])[C:6](=[O:21])[C:5]([C:22]([OH:24])=[O:23])=[CH:4]1)[CH3:2].C(=O)(O)[O-].[Na+].[I-].[K+].Br[CH2:33][C:34]([C:36]1[CH:41]=[CH:40][CH:39]=[CH:38][CH:37]=1)=[O:35]. The catalyst is CN(C=O)C. The product is [CH2:1]([N:3]1[C:12]2[C:7](=[CH:8][C:9]([F:20])=[C:10]([N:14]3[CH2:15][CH2:16][N:17]([CH2:33][C:34]([C:36]4[CH:41]=[CH:40][CH:39]=[CH:38][CH:37]=4)=[O:35])[CH2:18][CH2:19]3)[C:11]=2[F:13])[C:6](=[O:21])[C:5]([C:22]([OH:24])=[O:23])=[CH:4]1)[CH3:2]. The yield is 0.730. (6) The reactants are [CH2:1]1[N:9]2[C:4](=[N:5][S:6](=[O:15])(=[O:14])[C:7]3[CH:13]=[CH:12][CH:11]=[CH:10][C:8]=32)[CH2:3][CH2:2]1.[N+:16]([O-])([O-:18])=[O:17].[K+]. The catalyst is OS(O)(=O)=O. The product is [N+:16]([C:12]1[CH:11]=[CH:10][C:8]2[N:9]3[CH2:1][CH2:2][CH2:3][C:4]3=[N:5][S:6](=[O:14])(=[O:15])[C:7]=2[CH:13]=1)([O-:18])=[O:17]. The yield is 0.710. (7) The product is [Cl:1][C:2]1[CH:16]=[C:15]([Cl:17])[C:5]2[N:6]=[N:7][N:8]([CH2:11][C:12]([NH:26][C@H:24]([C:21]3[CH:22]=[CH:23][C:18]([CH3:27])=[CH:19][CH:20]=3)[CH3:25])=[O:14])[C:9](=[O:10])[C:4]=2[CH:3]=1. The yield is 0.420. No catalyst specified. The reactants are [Cl:1][C:2]1[CH:16]=[C:15]([Cl:17])[C:5]2[N:6]=[N:7][N:8]([CH2:11][C:12]([OH:14])=O)[C:9](=[O:10])[C:4]=2[CH:3]=1.[C:18]1([CH3:27])[CH:23]=[CH:22][C:21]([C@@H:24]([NH2:26])[CH3:25])=[CH:20][CH:19]=1.